Dataset: Full USPTO retrosynthesis dataset with 1.9M reactions from patents (1976-2016). Task: Predict the reactants needed to synthesize the given product. (1) Given the product [NH2:9][C@H:6]1[CH2:7][CH2:8][C@H:3]([CH2:2][OH:1])[CH2:4][CH2:5]1, predict the reactants needed to synthesize it. The reactants are: [OH:1][CH2:2][C@H:3]1[CH2:8][CH2:7][C@H:6]([NH:9]C(=O)OCC2C=CC=CC=2)[CH2:5][CH2:4]1. (2) Given the product [F:27][CH:2]([F:1])[O:3][C:4]1[CH:5]=[C:6]([C:11]2[O:12][CH:13]=[C:14]([CH2:16][CH2:17][C:18]([C:20]3[C:25]([CH3:26])=[CH:24][CH:23]=[CH:22][N:21]=3)=[O:19])[N:15]=2)[CH:7]=[CH:8][C:9]=1[O:10][CH2:29][CH2:30][CH3:31], predict the reactants needed to synthesize it. The reactants are: [F:1][CH:2]([F:27])[O:3][C:4]1[CH:5]=[C:6]([C:11]2[O:12][CH:13]=[C:14]([CH2:16][CH2:17][C:18]([C:20]3[C:25]([CH3:26])=[CH:24][CH:23]=[CH:22][N:21]=3)=[O:19])[N:15]=2)[CH:7]=[CH:8][C:9]=1[OH:10].Br[CH2:29][CH2:30][CH3:31]. (3) Given the product [NH2:17][C:13]1[N:12]=[C:11]([N:8]2[C:9]3[C:5](=[CH:4][CH:3]=[C:2]([C:26]#[C:25][C:23]([C:21]4[CH:22]=[N:18][NH:19][CH:20]=4)([OH:27])[CH3:24])[CH:10]=3)[CH:6]=[N:7]2)[CH:16]=[CH:15][N:14]=1, predict the reactants needed to synthesize it. The reactants are: Br[C:2]1[CH:10]=[C:9]2[C:5]([CH:6]=[N:7][N:8]2[C:11]2[CH:16]=[CH:15][N:14]=[C:13]([NH2:17])[N:12]=2)=[CH:4][CH:3]=1.[NH:18]1[CH:22]=[C:21]([C:23]([OH:27])([C:25]#[CH:26])[CH3:24])[CH:20]=[N:19]1. (4) Given the product [CH3:1][C:2]1[CH:7]=[CH:6][N:5]=[C:4]([CH2:8][CH2:9][CH2:10][CH2:11][CH2:12][CH3:13])[CH:3]=1, predict the reactants needed to synthesize it. The reactants are: [CH3:1][C:2]1[CH:7]=[CH:6][N:5]=[C:4]([CH2:8][CH2:9][CH2:10][CH2:11][CH3:12])[CH:3]=1.[CH2:13]([Mg]Br)CCCCC. (5) Given the product [C:1]([C:5]1[O:9][N:8]=[C:7]([NH:10][C:11]2[CH:16]=[CH:15][N:14]=[C:13]([NH:18][C:19]3[CH:20]=[C:21]([S:25]([NH2:28])(=[O:26])=[O:27])[CH:22]=[CH:23][CH:24]=3)[N:12]=2)[CH:6]=1)([CH3:4])([CH3:3])[CH3:2], predict the reactants needed to synthesize it. The reactants are: [C:1]([C:5]1[O:9][N:8]=[C:7]([NH:10][C:11]2[CH:16]=[CH:15][N:14]=[C:13](Cl)[N:12]=2)[CH:6]=1)([CH3:4])([CH3:3])[CH3:2].[NH2:18][C:19]1[CH:20]=[C:21]([S:25]([NH2:28])(=[O:27])=[O:26])[CH:22]=[CH:23][CH:24]=1.CC(O)C. (6) Given the product [N:3]1[CH:4]=[CH:5][CH:6]=[N:7][C:2]=1[C:20]1([OH:23])[CH2:21][CH2:22][C:17]2([O:16][CH2:15][CH2:14][O:13]2)[CH2:18][CH2:19]1, predict the reactants needed to synthesize it. The reactants are: Br[C:2]1[N:7]=[CH:6][CH:5]=[CH:4][N:3]=1.C([Li])CCC.[O:13]1[C:17]2([CH2:22][CH2:21][C:20](=[O:23])[CH2:19][CH2:18]2)[O:16][CH2:15][CH2:14]1. (7) Given the product [CH3:3][N:2]([CH3:1])[CH2:4][CH2:5][N:6]1[C:20](=[O:21])[C:15]2[CH:16]=[C:17]([NH:19][C:31]([NH:30][C:27]3[CH:28]=[CH:29][C:24]([O:23][CH3:22])=[CH:25][CH:26]=3)=[O:32])[CH:18]=[C:13]3[C:14]=2[C:9](=[CH:10][CH:11]=[CH:12]3)[C:7]1=[O:8], predict the reactants needed to synthesize it. The reactants are: [CH3:1][N:2]([CH2:4][CH2:5][N:6]1[C:20](=[O:21])[C:15]2=[CH:16][C:17]([NH2:19])=[CH:18][C:13]3[C:14]2=[C:9]([CH:10]=[CH:11][CH:12]=3)[C:7]1=[O:8])[CH3:3].[CH3:22][O:23][C:24]1[CH:29]=[CH:28][C:27]([N:30]=[C:31]=[O:32])=[CH:26][CH:25]=1. (8) Given the product [Br:8][C:9]1[CH:10]=[C:11]2[C:16]([NH:17][C@@H:18]3[CH2:25][C@@H:21]4[CH2:22][N:23]([C:33](=[O:34])[C:32]([OH:31])([CH3:37])[CH3:36])[CH2:24][C@@H:20]4[C@H:19]3[CH3:26])=[C:15]([C:27]([NH2:29])=[O:28])[CH:14]=[N:13][N:12]2[CH:30]=1, predict the reactants needed to synthesize it. The reactants are: OC(C(F)(F)F)=O.[Br:8][C:9]1[CH:10]=[C:11]2[C:16]([NH:17][C@@H:18]3[CH2:25][C@@H:21]4[CH2:22][NH:23][CH2:24][C@@H:20]4[C@H:19]3[CH3:26])=[C:15]([C:27]([NH2:29])=[O:28])[CH:14]=[N:13][N:12]2[CH:30]=1.[OH:31][C:32]([CH3:37])([CH3:36])[C:33](O)=[O:34].C(N(CC)CC)C. (9) Given the product [Cl:14][C:10]1[CH:9]=[C:8]2[C:13]([C:5]([N:4]([CH2:24][C:25]([CH3:28])([CH3:27])[CH3:26])[CH2:3][CH2:2][NH:1][C:38]([N:35]3[CH2:36][CH2:37][N:32]([C:29](=[O:31])[CH3:30])[CH2:33][CH2:34]3)=[O:39])([CH2:16][C:17]3[CH:22]=[CH:21][CH:20]=[C:19]([Cl:23])[CH:18]=3)[C:6](=[O:15])[NH:7]2)=[CH:12][CH:11]=1, predict the reactants needed to synthesize it. The reactants are: [NH2:1][CH2:2][CH2:3][N:4]([CH2:24][C:25]([CH3:28])([CH3:27])[CH3:26])[C:5]1([CH2:16][C:17]2[CH:22]=[CH:21][CH:20]=[C:19]([Cl:23])[CH:18]=2)[C:13]2[C:8](=[CH:9][C:10]([Cl:14])=[CH:11][CH:12]=2)[NH:7][C:6]1=[O:15].[C:29]([N:32]1[CH2:37][CH2:36][N:35]([C:38](Cl)=[O:39])[CH2:34][CH2:33]1)(=[O:31])[CH3:30].C([O-])([O-])=O.[K+].[K+]. (10) Given the product [CH3:6]/[C:5](=[N:16]\[S@:14]([C:11]([CH3:13])([CH3:12])[CH3:10])=[O:15])/[CH2:4][CH2:3][C@H:2]([CH3:1])[CH2:8][CH3:9], predict the reactants needed to synthesize it. The reactants are: [CH3:1][C@H:2]([CH2:8][CH3:9])[CH2:3][CH2:4][C:5](=O)[CH3:6].[CH3:10][C:11]([S@@:14]([NH2:16])=[O:15])([CH3:13])[CH3:12].